From a dataset of Catalyst prediction with 721,799 reactions and 888 catalyst types from USPTO. Predict which catalyst facilitates the given reaction. (1) Reactant: [F:1][C:2]1[CH:7]=[CH:6][C:5]([C:8]2[CH:13]=[CH:12][CH:11]=[C:10]([S:14](Cl)(=[O:16])=[O:15])[CH:9]=2)=[CH:4][CH:3]=1.[NH2:18][C:19]1[CH:20]=[C:21]([NH:25][C:26]([NH:28][C:29]2[CH:34]=[CH:33][CH:32]=[CH:31][CH:30]=2)=[O:27])[CH:22]=[CH:23][CH:24]=1.N1C=CC=CC=1. Product: [C:29]1([NH:28][C:26](=[O:27])[NH:25][C:21]2[CH:20]=[C:19]([NH:18][S:14]([C:10]3[CH:9]=[C:8]([C:5]4[CH:6]=[CH:7][C:2]([F:1])=[CH:3][CH:4]=4)[CH:13]=[CH:12][CH:11]=3)(=[O:16])=[O:15])[CH:24]=[CH:23][CH:22]=2)[CH:34]=[CH:33][CH:32]=[CH:31][CH:30]=1. The catalyst class is: 2. (2) The catalyst class is: 12. Reactant: [ClH:1].C([S@@]([N:8]1[CH2:12][CH2:11][CH2:10][C@@H:9]1[C:13]1[CH:18]=[C:17]([F:19])[CH:16]=[CH:15][C:14]=1[F:20])=O)(C)(C)C. Product: [ClH:1].[F:20][C:14]1[CH:15]=[CH:16][C:17]([F:19])=[CH:18][C:13]=1[C@H:9]1[CH2:10][CH2:11][CH2:12][NH:8]1.